Dataset: Drug-induced liver injury (DILI) classification data. Task: Regression/Classification. Given a drug SMILES string, predict its toxicity properties. Task type varies by dataset: regression for continuous values (e.g., LD50, hERG inhibition percentage) or binary classification for toxic/non-toxic outcomes (e.g., AMES mutagenicity, cardiotoxicity, hepatotoxicity). Dataset: dili. (1) The drug is CC(=O)Oc1cc2c(s1)CCN(C(C(=O)C1CC1)c1ccccc1F)C2. The result is 0 (no liver injury). (2) The compound is CC(C)(N)CO.Cn1c(=O)c2[nH]c(Br)nc2n(C)c1=O. The result is 0 (no liver injury). (3) The molecule is OC(CCN1CCCC1)(c1ccccc1)C1CCCCC1. The result is 0 (no liver injury). (4) The molecule is CS(=O)(=O)CCNCc1ccc(-c2ccc3ncnc(Nc4ccc(OCc5cccc(F)c5)c(Cl)c4)c3c2)o1. The result is 1 (causes liver injury). (5) The molecule is Nc1cc(-c2ccncc2)c[nH]c1=O. The result is 1 (causes liver injury). (6) The molecule is CN(C)C(=O)C(CCN1CCC(O)(c2ccc(Cl)cc2)CC1)(c1ccccc1)c1ccccc1. The result is 0 (no liver injury). (7) The compound is COc1cc(Cc2cnc(N)nc2N)cc(OC)c1OC. The result is 1 (causes liver injury).